This data is from Full USPTO retrosynthesis dataset with 1.9M reactions from patents (1976-2016). The task is: Predict the reactants needed to synthesize the given product. (1) Given the product [CH:28]1([CH2:27][CH2:26][C:25]([C:24]2[CH:13]([C:5]3[CH:6]=[CH:7][CH:8]=[C:9]4[C:4]=3[O:3][C:2]([CH3:1])=[CH:11][C:10]4=[O:12])[C:17]([C:15]#[N:16])=[C:18]([CH3:19])[NH:22][C:23]=2[CH3:33])=[O:32])[CH2:29][CH2:30][CH2:31]1, predict the reactants needed to synthesize it. The reactants are: [CH3:1][C:2]1[O:3][C:4]2[C:9]([C:10](=[O:12])[CH:11]=1)=[CH:8][CH:7]=[CH:6][C:5]=2[CH:13]=O.[C:15]([CH:17]=[C:18]([O-])[CH3:19])#[N:16].[Na+].[NH2:22][C:23]([CH3:33])=[CH:24][C:25](=[O:32])[CH2:26][CH2:27][CH:28]1[CH2:31][CH2:30][CH2:29]1.C(O)(=O)C. (2) Given the product [CH3:35][O:34][C:30]1[CH:29]=[C:25]([CH:24]=[C:23]([O:22][CH3:21])[C:31]=1[O:32][CH3:33])[C:26]([N:4]([CH2:3][C:2]([CH3:1])=[CH:14][C:15]1[CH:20]=[CH:19][CH:18]=[CH:17][CH:16]=1)[CH2:5][CH2:6][CH2:7][N:8]1[CH2:12][CH2:11][CH2:10][CH:9]1[CH3:13])=[O:27], predict the reactants needed to synthesize it. The reactants are: [CH3:1][C:2](=[CH:14][C:15]1[CH:20]=[CH:19][CH:18]=[CH:17][CH:16]=1)[CH2:3][NH:4][CH2:5][CH2:6][CH2:7][N:8]1[CH2:12][CH2:11][CH2:10][CH:9]1[CH3:13].[CH3:21][O:22][C:23]1[CH:24]=[C:25]([CH:29]=[C:30]([O:34][CH3:35])[C:31]=1[O:32][CH3:33])[C:26](O)=[O:27].C(N(CC)CC)C.Cl.